Task: Predict the reaction yield, written as a fraction of the theoretical maximum amount of product (1.0 means a 100% yield; for example, 0.34 means a 34% yield).. Dataset: Reaction yield outcomes from USPTO patents with 853,638 reactions (1) The reactants are [CH2:1]([O:3][CH:4]([O:27][CH2:28][CH3:29])[C:5]1[CH:22]=[C:21]([C:23]([F:26])([F:25])[F:24])[CH:20]=[CH:19][C:6]=1[CH2:7][NH:8][C:9]1[CH:13]=[CH:12][NH:11][C:10]=1[C:14]([O:16]CC)=O)[CH3:2].C([N:38]=[C:39]=[S:40])(=O)C1C=CC=CC=1.C([O-])([O-])=O.[Cs+].[Cs+]. The catalyst is CO. The product is [CH2:1]([O:3][CH:4]([O:27][CH2:28][CH3:29])[C:5]1[CH:22]=[C:21]([C:23]([F:26])([F:25])[F:24])[CH:20]=[CH:19][C:6]=1[CH2:7][N:8]1[C:9]2[CH:13]=[CH:12][NH:11][C:10]=2[C:14](=[O:16])[NH:38][C:39]1=[S:40])[CH3:2]. The yield is 0.780. (2) The reactants are [CH3:1][O:2][C:3]1[CH:4]=[C:5]([NH2:12])[CH:6]=[CH:7][C:8]=1[N+:9]([O-:11])=[O:10].O=[As](O[As](=O)=O)=O.O[CH2:21][CH:22]([CH2:24]O)O.S(=O)(=O)(O)O. The product is [CH3:1][O:2][C:3]1[CH:4]=[C:5]2[C:6]([CH:21]=[CH:22][CH:24]=[N:12]2)=[CH:7][C:8]=1[N+:9]([O-:11])=[O:10]. The yield is 0.610. The catalyst is O. (3) The reactants are [OH:1][CH2:2][CH:3]=[CH:4][C:5]1[NH:6][C:7]2[C:12]([CH:13]=1)=[CH:11][CH:10]=[CH:9][CH:8]=2.[Si:14]([N:21]1[C:25](=[O:26])[CH:24]=[CH:23][C:22]1=[O:27])([C:17]([CH3:20])([CH3:19])[CH3:18])([CH3:16])[CH3:15]. No catalyst specified. The product is [Si:14]([N:21]1[C:22](=[O:27])[CH:23]2[CH:24]([CH:3]([CH2:2][OH:1])[CH2:4][C:5]3[NH:6][C:7]4[CH:8]=[CH:9][CH:10]=[CH:11][C:12]=4[C:13]=32)[C:25]1=[O:26])([C:17]([CH3:20])([CH3:19])[CH3:18])([CH3:16])[CH3:15]. The yield is 0.180. (4) The reactants are Cl.[NH:2]1[CH2:7][CH2:6][CH:5]([S:8]([C:11]2[CH:18]=[CH:17][C:14]([C:15]#[N:16])=[CH:13][CH:12]=2)(=[O:10])=[O:9])[CH2:4][CH2:3]1.[O:19]1[CH2:24][CH2:23][C:22](=O)[CH2:21][CH2:20]1.C(N(CC)CC)C.C([BH3-])#N.[Na+]. The catalyst is C(O)C.CC(C)[O-].CC(C)[O-].CC(C)[O-].CC(C)[O-].[Ti+4].C(O)(=O)C. The product is [O:19]1[CH2:24][CH2:23][CH:22]([N:2]2[CH2:3][CH2:4][CH:5]([S:8]([C:11]3[CH:18]=[CH:17][C:14]([C:15]#[N:16])=[CH:13][CH:12]=3)(=[O:10])=[O:9])[CH2:6][CH2:7]2)[CH2:21][CH2:20]1. The yield is 0.260. (5) The reactants are [OH:1][CH2:2][CH2:3][O:4][CH2:5][CH2:6][O:7][CH2:8][CH2:9][O:10][CH2:11][CH2:12][CH2:13][CH2:14][CH2:15][CH2:16][CH2:17][CH2:18][CH2:19][CH2:20][CH2:21][S:22]C(=O)C.Cl. No catalyst specified. The product is [SH:22][CH2:21][CH2:20][CH2:19][CH2:18][CH2:17][CH2:16][CH2:15][CH2:14][CH2:13][CH2:12][CH2:11][O:10][CH2:9][CH2:8][O:7][CH2:6][CH2:5][O:4][CH2:3][CH2:2][OH:1]. The yield is 0.950. (6) The reactants are P(Cl)(Cl)(Cl)=O.C[N:7]([CH:9]=O)C.[C:11]1(=O)[CH2:16][CH2:15][CH2:14][CH2:13][CH2:12]1.[ClH:18].NO. No catalyst specified. The product is [Cl:18][C:11]1[CH2:16][CH2:15][CH2:14][CH2:13][C:12]=1[C:9]#[N:7]. The yield is 0.830. (7) The reactants are [F:1][C:2]1[CH:7]=[CH:6][C:5]([C:8]2[CH:9]=[C:10]([C:19](OC)=O)[C:11](=[O:18])[N:12]([CH2:14][CH:15]([CH3:17])[CH3:16])[N:13]=2)=[CH:4][C:3]=1[CH3:23].FC1C=CC(C2C=C(COS(C)(=O)=O)[C:34](=O)[N:35](CC(C)C)N=2)=CC=1C. No catalyst specified. The product is [F:1][C:2]1[CH:7]=[CH:6][C:5]([C:8]2[CH:9]=[C:10]([CH2:19][NH:35][CH3:34])[C:11](=[O:18])[N:12]([CH2:14][CH:15]([CH3:17])[CH3:16])[N:13]=2)=[CH:4][C:3]=1[CH3:23]. The yield is 0.962. (8) The reactants are Br[C:2]1[CH:3]=[C:4]2[C:10]([C:11]3[CH:12]=[N:13][N:14]([CH3:16])[CH:15]=3)=[CH:9][N:8]([S:17]([C:20]3[CH:25]=[CH:24][CH:23]=[CH:22][CH:21]=3)(=[O:19])=[O:18])[C:5]2=[N:6][CH:7]=1.[Cl-].[Li+].[C:28]1(C)[CH:33]=[CH:32][CH:31]=[CH:30][CH:29]=1.[C:35]([O-])([O-])=[O:36].[Na+].[Na+]. The catalyst is CCO.Cl[Pd](Cl)([P](C1C=CC=CC=1)(C1C=CC=CC=1)C1C=CC=CC=1)[P](C1C=CC=CC=1)(C1C=CC=CC=1)C1C=CC=CC=1. The product is [CH3:35][O:36][C:28]1[CH2:33][CH2:32][CH2:31][CH2:30][C:29]=1[C:2]1[CH:3]=[C:4]2[C:10]([C:11]3[CH:12]=[N:13][N:14]([CH3:16])[CH:15]=3)=[CH:9][N:8]([S:17]([C:20]3[CH:21]=[CH:22][CH:23]=[CH:24][CH:25]=3)(=[O:19])=[O:18])[C:5]2=[N:6][CH:7]=1. The yield is 0.300.